Dataset: Full USPTO retrosynthesis dataset with 1.9M reactions from patents (1976-2016). Task: Predict the reactants needed to synthesize the given product. Given the product [ClH:27].[NH2:9][C@H:8]1[CH2:7][CH2:6][C:5]2[CH:17]=[C:18]([C:21]3[CH:22]=[CH:23][CH:24]=[CH:25][CH:26]=3)[CH:19]=[CH:20][C:4]=2[NH:3][C:2]1=[O:1], predict the reactants needed to synthesize it. The reactants are: [O:1]=[C:2]1[C@@H:8]([NH:9]C(=O)OC(C)(C)C)[CH2:7][CH2:6][C:5]2[CH:17]=[C:18]([C:21]3[CH:26]=[CH:25][CH:24]=[CH:23][CH:22]=3)[CH:19]=[CH:20][C:4]=2[NH:3]1.[ClH:27].